From a dataset of Peptide-MHC class II binding affinity with 134,281 pairs from IEDB. Regression. Given a peptide amino acid sequence and an MHC pseudo amino acid sequence, predict their binding affinity value. This is MHC class II binding data. The peptide sequence is ANPGLIIGALAG. The MHC is DRB1_0405 with pseudo-sequence DRB1_0405. The binding affinity (normalized) is 0.175.